This data is from Full USPTO retrosynthesis dataset with 1.9M reactions from patents (1976-2016). The task is: Predict the reactants needed to synthesize the given product. (1) The reactants are: [CH2:1]([O:3][C:4]([CH:6]1[CH:11]([NH:12][CH2:13][C:14]2[CH:19]=[CH:18][C:17]([F:20])=[CH:16][CH:15]=2)[CH2:10][CH:9]=[CH:8][CH2:7]1)=[O:5])[CH3:2].[CH3:21][S:22]([NH:25][C:26]1[CH:41]=[CH:40][C:29]2[NH:30][C:31]([CH2:36][C:37](O)=[O:38])=[N:32][S:33](=[O:35])(=[O:34])[C:28]=2[CH:27]=1)(=[O:24])=[O:23].CN1CCOCC1.Cl.CN(C)CCCN=C=NCC.Cl. Given the product [CH2:1]([O:3][C:4]([CH:6]1[CH:11]([N:12]([CH2:13][C:14]2[CH:15]=[CH:16][C:17]([F:20])=[CH:18][CH:19]=2)[C:37](=[O:38])[CH2:36][C:31]2[NH:30][C:29]3[CH:40]=[CH:41][C:26]([NH:25][S:22]([CH3:21])(=[O:24])=[O:23])=[CH:27][C:28]=3[S:33](=[O:34])(=[O:35])[N:32]=2)[CH2:10][CH:9]=[CH:8][CH2:7]1)=[O:5])[CH3:2], predict the reactants needed to synthesize it. (2) The reactants are: [Cl:1][C:2]1[CH:3]=[C:4]([C:10]2[C:11]([CH3:26])=[N:12][N:13]([CH2:16][C:17]3[CH:25]=[CH:24][C:20]([C:21]([OH:23])=O)=[CH:19][CH:18]=3)[C:14]=2[CH3:15])[CH:5]=[CH:6][C:7]=1[C:8]#[N:9].[CH:27]([NH:29][NH2:30])=O.C[N+]1(C2N=C(OC)N=C(OC)N=2)CCOCC1.[Cl-].[Cl-].[NH4+]. Given the product [Cl:1][C:2]1[CH:3]=[C:4]([C:10]2[C:11]([CH3:26])=[N:12][N:13]([CH2:16][C:17]3[CH:18]=[CH:19][C:20]([C:21]4[O:23][CH:27]=[N:29][N:30]=4)=[CH:24][CH:25]=3)[C:14]=2[CH3:15])[CH:5]=[CH:6][C:7]=1[C:8]#[N:9], predict the reactants needed to synthesize it. (3) Given the product [Cl:27][C:22]1[CH:21]=[C:20]([S:17]([CH3:16])(=[O:19])=[O:18])[CH:25]=[CH:24][C:23]=1[O:1][C:2]1[CH:3]=[C:4]([CH2:12][C:13]([OH:15])=[O:14])[CH:5]=[C:6]([C:8]([F:9])([F:10])[F:11])[CH:7]=1, predict the reactants needed to synthesize it. The reactants are: [OH:1][C:2]1[CH:3]=[C:4]([CH2:12][C:13]([OH:15])=[O:14])[CH:5]=[C:6]([C:8]([F:11])([F:10])[F:9])[CH:7]=1.[CH3:16][S:17]([C:20]1[CH:25]=[CH:24][C:23](F)=[C:22]([Cl:27])[CH:21]=1)(=[O:19])=[O:18]. (4) Given the product [F:1][C:2]1[CH:3]=[CH:4][C:5]([C:8]2[C:13]([CH2:14][NH2:15])=[CH:12][N:11]=[CH:10][N:9]=2)=[CH:6][CH:7]=1, predict the reactants needed to synthesize it. The reactants are: [F:1][C:2]1[CH:7]=[CH:6][C:5]([C:8]2[C:13]([C:14]#[N:15])=[CH:12][N:11]=[CH:10][N:9]=2)=[CH:4][CH:3]=1.[OH-].[NH4+].[H][H].